This data is from Full USPTO retrosynthesis dataset with 1.9M reactions from patents (1976-2016). The task is: Predict the reactants needed to synthesize the given product. (1) Given the product [C:1]([CH2:8][NH:9][C:10]1[CH:22]=[CH:21][C:13]([C:14]([O:16][C:17]([CH3:19])([CH3:18])[CH3:20])=[O:15])=[CH:12][CH:11]=1)(=[O:3])[CH3:2], predict the reactants needed to synthesize it. The reactants are: [C:1](OC(=O)C)(=[O:3])[CH3:2].[CH3:8][NH:9][C:10]1[CH:22]=[CH:21][C:13]([C:14]([O:16][C:17]([CH3:20])([CH3:19])[CH3:18])=[O:15])=[CH:12][CH:11]=1.O.C(=O)([O-])O.[Na+]. (2) Given the product [O:39]=[C:33]1[CH:32]([N:26]2[CH2:25][C:24]3[C:28](=[CH:29][CH:30]=[C:22]([CH2:21][NH:20][C:3](=[O:5])[C:2]([F:1])([F:13])[C:6]4[C:11]([CH3:12])=[CH:10][CH:9]=[CH:8][N:7]=4)[CH:23]=3)[C:27]2=[O:31])[CH2:37][CH2:36][C:35](=[O:38])[NH:34]1, predict the reactants needed to synthesize it. The reactants are: [F:1][C:2]([F:13])([C:6]1[C:11]([CH3:12])=[CH:10][CH:9]=[CH:8][N:7]=1)[C:3]([OH:5])=O.P(Cl)(Cl)(Cl)=O.Cl.[NH2:20][CH2:21][C:22]1[CH:23]=[C:24]2[C:28](=[CH:29][CH:30]=1)[C:27](=[O:31])[N:26]([CH:32]1[CH2:37][CH2:36][C:35](=[O:38])[NH:34][C:33]1=[O:39])[CH2:25]2.C(=O)(O)[O-].[Na+].